From a dataset of NCI-60 drug combinations with 297,098 pairs across 59 cell lines. Regression. Given two drug SMILES strings and cell line genomic features, predict the synergy score measuring deviation from expected non-interaction effect. (1) Drug 1: C1=CN(C(=O)N=C1N)C2C(C(C(O2)CO)O)(F)F. Drug 2: CCN(CC)CCNC(=O)C1=C(NC(=C1C)C=C2C3=C(C=CC(=C3)F)NC2=O)C. Cell line: HT29. Synergy scores: CSS=69.9, Synergy_ZIP=10.3, Synergy_Bliss=10.2, Synergy_Loewe=9.26, Synergy_HSA=19.2. (2) Cell line: COLO 205. Drug 1: CC(C)(C#N)C1=CC(=CC(=C1)CN2C=NC=N2)C(C)(C)C#N. Synergy scores: CSS=-11.6, Synergy_ZIP=5.62, Synergy_Bliss=-0.502, Synergy_Loewe=-10.8, Synergy_HSA=-10.3. Drug 2: COCCOC1=C(C=C2C(=C1)C(=NC=N2)NC3=CC=CC(=C3)C#C)OCCOC.Cl. (3) Drug 1: CC1=C(C(=CC=C1)Cl)NC(=O)C2=CN=C(S2)NC3=CC(=NC(=N3)C)N4CCN(CC4)CCO. Drug 2: CS(=O)(=O)OCCCCOS(=O)(=O)C. Cell line: SNB-75. Synergy scores: CSS=26.0, Synergy_ZIP=-5.03, Synergy_Bliss=-2.64, Synergy_Loewe=-34.7, Synergy_HSA=-3.72. (4) Drug 1: CC1=C2C(C(=O)C3(C(CC4C(C3C(C(C2(C)C)(CC1OC(=O)C(C(C5=CC=CC=C5)NC(=O)C6=CC=CC=C6)O)O)OC(=O)C7=CC=CC=C7)(CO4)OC(=O)C)O)C)OC(=O)C. Drug 2: CC1=C(C(=CC=C1)Cl)NC(=O)C2=CN=C(S2)NC3=CC(=NC(=N3)C)N4CCN(CC4)CCO. Cell line: SK-MEL-5. Synergy scores: CSS=6.16, Synergy_ZIP=-4.00, Synergy_Bliss=-2.95, Synergy_Loewe=-5.85, Synergy_HSA=-3.39. (5) Drug 1: C1CCC(C1)C(CC#N)N2C=C(C=N2)C3=C4C=CNC4=NC=N3. Drug 2: CC(C)CN1C=NC2=C1C3=CC=CC=C3N=C2N. Cell line: 786-0. Synergy scores: CSS=1.05, Synergy_ZIP=-0.733, Synergy_Bliss=-1.47, Synergy_Loewe=-3.22, Synergy_HSA=-2.41. (6) Drug 2: C(CCl)NC(=O)N(CCCl)N=O. Synergy scores: CSS=18.3, Synergy_ZIP=-6.11, Synergy_Bliss=-2.32, Synergy_Loewe=1.37, Synergy_HSA=1.34. Cell line: MDA-MB-435. Drug 1: CC1CCC2CC(C(=CC=CC=CC(CC(C(=O)C(C(C(=CC(C(=O)CC(OC(=O)C3CCCCN3C(=O)C(=O)C1(O2)O)C(C)CC4CCC(C(C4)OC)OCCO)C)C)O)OC)C)C)C)OC. (7) Cell line: MDA-MB-435. Synergy scores: CSS=84.1, Synergy_ZIP=11.4, Synergy_Bliss=10.1, Synergy_Loewe=-17.3, Synergy_HSA=9.96. Drug 2: C(CC(=O)O)C(=O)CN.Cl. Drug 1: CC1=C2C(C(=O)C3(C(CC4C(C3C(C(C2(C)C)(CC1OC(=O)C(C(C5=CC=CC=C5)NC(=O)OC(C)(C)C)O)O)OC(=O)C6=CC=CC=C6)(CO4)OC(=O)C)OC)C)OC.